From a dataset of Reaction yield outcomes from USPTO patents with 853,638 reactions. Predict the reaction yield, written as a fraction of the theoretical maximum amount of product (1.0 means a 100% yield; for example, 0.34 means a 34% yield). (1) The reactants are [N:1]1[CH:2]=[N:3][N:4]2[CH:9]=[C:8]([C:10]3[N:11]=[C:12]([CH:22]=O)[NH:13][C:14]=3[C:15]3[CH:20]=[CH:19][CH:18]=[C:17]([CH3:21])[N:16]=3)[CH:7]=[CH:6][C:5]=12.[NH2:24][C:25]1[CH:26]=[C:27]([CH:30]=[CH:31][C:32]=1[CH2:33][N:34]([CH3:36])[CH3:35])[C:28]#[N:29].CC(O)=O.[BH4-].[Na+].Cl. The catalyst is ClCCCl. The product is [N:1]1[CH:2]=[N:3][N:4]2[CH:9]=[C:8]([C:10]3[N:11]=[C:12]([CH2:22][NH:24][C:25]4[CH:26]=[C:27]([CH:30]=[CH:31][C:32]=4[CH2:33][N:34]([CH3:36])[CH3:35])[C:28]#[N:29])[NH:13][C:14]=3[C:15]3[CH:20]=[CH:19][CH:18]=[C:17]([CH3:21])[N:16]=3)[CH:7]=[CH:6][C:5]=12. The yield is 0.790. (2) The reactants are [Si]([O:8][CH:9]([CH2:20][O:21][C:22]1[CH:27]=[C:26]([C:28]2[N:33]=[C:32]3[N:34]([CH:37]([CH3:39])[CH3:38])[N:35]=[CH:36][C:31]3=[C:30]([NH:40][CH:41]3[CH2:46][CH2:45][O:44][CH2:43][CH2:42]3)[CH:29]=2)[CH:25]=[C:24]([Cl:47])[CH:23]=1)[CH2:10][N:11](C)[C:12](=O)OC(C)(C)C)(C(C)(C)C)(C)C.Cl.C(O)=O. The catalyst is CO. The product is [Cl:47][C:24]1[CH:23]=[C:22]([CH:27]=[C:26]([C:28]2[N:33]=[C:32]3[N:34]([CH:37]([CH3:39])[CH3:38])[N:35]=[CH:36][C:31]3=[C:30]([NH:40][CH:41]3[CH2:42][CH2:43][O:44][CH2:45][CH2:46]3)[CH:29]=2)[CH:25]=1)[O:21][CH2:20][CH:9]([OH:8])[CH2:10][NH:11][CH3:12]. The yield is 0.650.